From a dataset of Forward reaction prediction with 1.9M reactions from USPTO patents (1976-2016). Predict the product of the given reaction. (1) Given the reactants Br[C:2]1[CH:7]=[CH:6][C:5]([C:8]2[O:12][CH:11]=[N:10][CH:9]=2)=[CH:4][CH:3]=1.CCN(CC)CC.[CH3:20][Si:21]([C:24]#[CH:25])([CH3:23])[CH3:22], predict the reaction product. The product is: [CH3:20][Si:21]([C:24]#[C:25][C:2]1[CH:7]=[CH:6][C:5]([C:8]2[O:12][CH:11]=[N:10][CH:9]=2)=[CH:4][CH:3]=1)([CH3:23])[CH3:22]. (2) Given the reactants [Br:1][C:2]1[CH:3]=[CH:4][C:5]([C:9]([OH:11])=[O:10])=[N:6][C:7]=1Cl.[OH-].[K+].[O:14]1[CH2:18][CH2:17][CH2:16][CH:15]1[CH2:19][OH:20].[OH-].[Na+], predict the reaction product. The product is: [Br:1][C:2]1[CH:3]=[CH:4][C:5]([C:9]([OH:11])=[O:10])=[N:6][C:7]=1[O:20][CH2:19][CH:15]1[CH2:16][CH2:17][CH2:18][O:14]1. (3) The product is: [C:1]([O:4][CH:5]1[CH2:6][C@H:7]([C:12]([Cl:18])=[O:14])[CH2:8][CH2:9][C@H:10]1[CH3:11])(=[O:3])[CH3:2]. Given the reactants [C:1]([O:4][CH:5]1[C@H:10]([CH3:11])[CH2:9][CH2:8][C@@H:7]([C:12]([OH:14])=O)[CH2:6]1)(=[O:3])[CH3:2].C(Cl)(=O)C([Cl:18])=O, predict the reaction product. (4) Given the reactants [I-].[CH3:2][C:3]([CH3:34])([O:5][C:6]([N:8]1[CH2:13][CH2:12][CH:11]([CH2:14][P+](C2C=CC=CC=2)(C2C=CC=CC=2)C2C=CC=CC=2)[CH2:10][CH2:9]1)=[O:7])[CH3:4].[Li+].C[Si]([N-][Si](C)(C)C)(C)C.[CH3:45][S:46][C:47]1[CH:48]=[CH:49][C:50]2[O:54][C:53]([CH:55]=O)=[CH:52][C:51]=2[CH:57]=1, predict the reaction product. The product is: [C:3]([O:5][C:6]([N:8]1[CH2:9][CH2:10][CH:11]([CH:14]=[CH:55][C:53]2[O:54][C:50]3[CH:49]=[CH:48][C:47]([S:46][CH3:45])=[CH:57][C:51]=3[CH:52]=2)[CH2:12][CH2:13]1)=[O:7])([CH3:2])([CH3:4])[CH3:34]. (5) The product is: [C:18]([O:22][C:23](=[O:24])[NH:25][C:26]1[CH:31]=[C:30]([Cl:32])[CH:29]=[CH:28][C:27]=1/[CH:33]=[CH:34]/[C:35]([N:14]1[CH2:15][CH:8]2[N:7]([CH2:6][C:5]3[CH:16]=[CH:17][C:2]([F:1])=[CH:3][CH:4]=3)[CH:12]([CH2:11][O:10][CH2:9]2)[CH2:13]1)=[O:36])([CH3:21])([CH3:19])[CH3:20]. Given the reactants [F:1][C:2]1[CH:17]=[CH:16][C:5]([CH2:6][N:7]2[CH:12]3[CH2:13][NH:14][CH2:15][CH:8]2[CH2:9][O:10][CH2:11]3)=[CH:4][CH:3]=1.[C:18]([O:22][C:23]([NH:25][C:26]1[CH:31]=[C:30]([Cl:32])[CH:29]=[CH:28][C:27]=1/[CH:33]=[CH:34]/[C:35](O)=[O:36])=[O:24])([CH3:21])([CH3:20])[CH3:19].CCN=C=NCCCN(C)C.Cl.Cl, predict the reaction product.